From a dataset of Reaction yield outcomes from USPTO patents with 853,638 reactions. Predict the reaction yield, written as a fraction of the theoretical maximum amount of product (1.0 means a 100% yield; for example, 0.34 means a 34% yield). The reactants are [C:1]([OH:9])(=O)[C:2]1[CH:7]=[CH:6][CH:5]=[N:4][CH:3]=1.C1N=CN(C(N2C=NC=C2)=O)C=1.[K].C(OCC)(=O)[CH2:24][C:25]([O:27][CH2:28][CH3:29])=[O:26].[Mg+2].[Cl-].[Cl-].C(O)(=O)C1C=CC=NC=1.C1N=CN(C(N2C=NC=C2)=O)C=1. The catalyst is C1COCC1. The product is [CH2:28]([O:27][C:25](=[O:26])[CH2:24][C:1](=[O:9])[C:2]1[CH:3]=[N:4][CH:5]=[CH:6][CH:7]=1)[CH3:29]. The yield is 0.247.